Dataset: CYP2C9 substrate classification data from Carbon-Mangels et al.. Task: Regression/Classification. Given a drug SMILES string, predict its absorption, distribution, metabolism, or excretion properties. Task type varies by dataset: regression for continuous measurements (e.g., permeability, clearance, half-life) or binary classification for categorical outcomes (e.g., BBB penetration, CYP inhibition). Dataset: cyp2c9_substrate_carbonmangels. (1) The drug is C=CCOc1ccccc1OC[C@@H](O)CNC(C)C. The result is 0 (non-substrate). (2) The compound is CC(C)(C(=O)O)c1ccc([C@@H](O)CCCN2CCC(C(O)(c3ccccc3)c3ccccc3)CC2)cc1. The result is 0 (non-substrate). (3) The drug is Cc1cnc(NC(=O)C2=C(O)c3ccccc3S(=O)(=O)N2C)s1. The result is 1 (substrate). (4) The molecule is CCCCC1=NC2(CCCC2)C(=O)N1Cc1ccc(-c2ccccc2-c2nnn[nH]2)cc1. The result is 1 (substrate). (5) The compound is CO[C@]12CC[C@@]3(C[C@@H]1[C@](C)(O)C(C)(C)C)[C@H]1Cc4ccc(O)c5c4[C@@]3(CCN1CC1CC1)[C@@H]2O5. The result is 0 (non-substrate). (6) The drug is CCCc1nc2c(C)cc(-c3nc4ccccc4n3C)cc2n1Cc1ccc(-c2ccccc2C(=O)O)cc1. The result is 0 (non-substrate). (7) The molecule is CC(C)(C)NC(=O)[C@H]1CC[C@H]2[C@@H]3CC[C@H]4NC(=O)C=C[C@]4(C)[C@H]3CC[C@]12C. The result is 0 (non-substrate). (8) The result is 0 (non-substrate). The compound is CC(C)=CCN1CC[C@]2(C)c3cc(O)ccc3C[C@H]1[C@H]2C. (9) The compound is CC[C@]1(C)CC(=O)NC1=O. The result is 0 (non-substrate).